This data is from Forward reaction prediction with 1.9M reactions from USPTO patents (1976-2016). The task is: Predict the product of the given reaction. (1) Given the reactants [CH3:1][NH:2][C@H:3]([C:8]([NH:10][C@@H:11]1[C@H:18]2[C@H:14]([CH2:15][N:16]([CH2:19][C:20]3[CH:25]=[CH:24][CH:23]=[C:22]([C:26]([F:29])([F:28])[F:27])[CH:21]=3)[CH2:17]2)[CH2:13][CH2:12]1)=[O:9])[CH2:4][CH:5]([CH3:7])[CH3:6].C(N(CC)C(C)C)(C)C.[CH3:39][S:40](Cl)(=[O:42])=[O:41], predict the reaction product. The product is: [CH3:1][N:2]([S:40]([CH3:39])(=[O:42])=[O:41])[C@H:3]([C:8]([NH:10][C@@H:11]1[C@H:18]2[C@H:14]([CH2:15][N:16]([CH2:19][C:20]3[CH:25]=[CH:24][CH:23]=[C:22]([C:26]([F:28])([F:27])[F:29])[CH:21]=3)[CH2:17]2)[CH2:13][CH2:12]1)=[O:9])[CH2:4][CH:5]([CH3:7])[CH3:6]. (2) Given the reactants [NH:1]1[C:9]2[C:4](=[CH:5][C:6]([C:10]#[N:11])=[CH:7][CH:8]=2)[CH:3]=[CH:2]1.[CH3:12][C:13]([O:16][C:17](O[C:17]([O:16][C:13]([CH3:15])([CH3:14])[CH3:12])=[O:18])=[O:18])([CH3:15])[CH3:14], predict the reaction product. The product is: [C:10]([C:6]1[CH:5]=[C:4]2[C:9](=[CH:8][CH:7]=1)[N:1]([C:17]([O:16][C:13]([CH3:15])([CH3:14])[CH3:12])=[O:18])[CH:2]=[CH:3]2)#[N:11]. (3) Given the reactants Br[C:2]1[C:7]([CH3:8])=[C:6]([O:9][CH2:10][C:11]2[CH:16]=[CH:15][CH:14]=[CH:13][CH:12]=2)[C:5]([CH3:17])=[C:4]([CH3:18])[C:3]=1[O:19][CH2:20][C:21]1[CH:26]=[CH:25][CH:24]=[CH:23][CH:22]=1.CN(C)[CH:29]=[O:30], predict the reaction product. The product is: [CH2:20]([O:19][C:3]1[C:4]([CH3:18])=[C:5]([CH3:17])[C:6]([O:9][CH2:10][C:11]2[CH:16]=[CH:15][CH:14]=[CH:13][CH:12]=2)=[C:7]([CH3:8])[C:2]=1[CH:29]=[O:30])[C:21]1[CH:26]=[CH:25][CH:24]=[CH:23][CH:22]=1. (4) Given the reactants [CH2:1]([O:8][C:9]1[CH:14]=[CH:13][C:12]([N:15]2[C:19]3=[N:20][CH:21]=[C:22](Cl)[CH:23]=[C:18]3[N:17]([CH2:25][CH3:26])[C:16]2=[O:27])=[CH:11][CH:10]=1)[C:2]1[CH:7]=[CH:6][CH:5]=[CH:4][CH:3]=1.C(P(C(C)(C)C)C1C(C)=C(C)C(C)=C(C)C=1C1C(C(C)C)=CC(C(C)C)=CC=1C(C)C)(C)(C)C.[OH-:62].[K+].Cl, predict the reaction product. The product is: [CH2:1]([O:8][C:9]1[CH:14]=[CH:13][C:12]([N:15]2[C:19]3=[N:20][CH:21]=[C:22]([OH:62])[CH:23]=[C:18]3[N:17]([CH2:25][CH3:26])[C:16]2=[O:27])=[CH:11][CH:10]=1)[C:2]1[CH:7]=[CH:6][CH:5]=[CH:4][CH:3]=1. (5) The product is: [NH2:8][C@@H:9]1[C@H:14]([NH:15][C:16]2[N:21]=[C:20]([C:22]3[S:26][N:25]=[CH:24][CH:23]=3)[C:19]3[C:27](=[O:37])[NH:28][CH2:29][C:18]=3[C:17]=2[F:38])[CH2:13][CH2:12][O:11][CH2:10]1. Given the reactants C(OC([NH:8][C@@H:9]1[C@H:14]([NH:15][C:16]2[N:21]=[C:20]([C:22]3[S:26][N:25]=[CH:24][CH:23]=3)[C:19]3[C:27](=[O:37])[N:28](C(OC(C)(C)C)=O)[CH2:29][C:18]=3[C:17]=2[F:38])[CH2:13][CH2:12][O:11][CH2:10]1)=O)(C)(C)C.Cl.O1CCOCC1.CCO, predict the reaction product. (6) Given the reactants [Cl:1][C:2]1[N:7]=[C:6](Cl)[CH:5]=[CH:4][N:3]=1.C(=O)([O-])[O-].[K+].[K+].[Br:15][C:16]1[NH:20][CH:19]=[N:18][CH:17]=1.O, predict the reaction product. The product is: [Br:15][C:16]1[N:20]([C:6]2[CH:5]=[CH:4][N:3]=[C:2]([Cl:1])[N:7]=2)[CH:19]=[N:18][CH:17]=1.